Dataset: Forward reaction prediction with 1.9M reactions from USPTO patents (1976-2016). Task: Predict the product of the given reaction. (1) The product is: [O:21]1[CH2:3][CH2:4][CH:1]([CH2:5][O:6][C:7]2[CH:15]=[CH:14][CH:13]=[C:12]3[C:8]=2[CH:9]=[C:10]([C:16]([OH:18])=[O:17])[NH:11]3)[CH2:2]1. Given the reactants [CH:1]1([CH2:5][O:6][C:7]2[CH:15]=[CH:14][CH:13]=[C:12]3[C:8]=2[CH:9]=[C:10]([C:16]([OH:18])=[O:17])[NH:11]3)[CH2:4][CH2:3][CH2:2]1.C([O:21]C(C1NC2C(C=1)=C(O)C=CC=2)=O)C, predict the reaction product. (2) The product is: [ClH:22].[CH:18]1([C:10]2[C:11]3[C:16](=[CH:15][C:14]([OH:17])=[CH:13][CH:12]=3)[NH:8][N:9]=2)[CH2:19][CH2:20][CH2:21]1. Given the reactants C([N:8]1[C:16]2[C:11](=[CH:12][CH:13]=[C:14]([OH:17])[CH:15]=2)[C:10]([CH:18]2[CH2:21][CH2:20][CH2:19]2)=[N:9]1)C1C=CC=CC=1.[ClH:22], predict the reaction product. (3) Given the reactants [CH2:1]([CH:5]1[CH2:11][CH:10]2[NH:12][CH:7]([CH2:8][CH2:9]2)[CH2:6]1)[CH2:2][CH2:3][CH3:4].C([O-])([O-])=O.[K+].[K+].[CH3:19][N:20]([CH:22]=[O:23])[CH3:21], predict the reaction product. The product is: [CH2:1]([CH:5]1[CH2:6][CH:7]2[N:12]([CH2:9][C@@H:10]([CH3:11])[CH2:19][N:20]3[C:21]4[C:6](=[CH:5][CH:1]=[CH:2][CH:3]=4)[CH2:7][CH2:8][C:22]3=[O:23])[C@@H:10]([CH2:9][CH2:8]2)[CH2:11]1)[CH2:2][CH2:3][CH3:4].